This data is from NCI-60 drug combinations with 297,098 pairs across 59 cell lines. The task is: Regression. Given two drug SMILES strings and cell line genomic features, predict the synergy score measuring deviation from expected non-interaction effect. (1) Drug 1: CN1C(=O)N2C=NC(=C2N=N1)C(=O)N. Drug 2: CN1C2=C(C=C(C=C2)N(CCCl)CCCl)N=C1CCCC(=O)O.Cl. Cell line: NCI-H226. Synergy scores: CSS=-2.02, Synergy_ZIP=0.996, Synergy_Bliss=-0.287, Synergy_Loewe=-0.680, Synergy_HSA=-2.98. (2) Drug 1: CC1=C(C=C(C=C1)C(=O)NC2=CC(=CC(=C2)C(F)(F)F)N3C=C(N=C3)C)NC4=NC=CC(=N4)C5=CN=CC=C5. Drug 2: CC12CCC3C(C1CCC2O)C(CC4=C3C=CC(=C4)O)CCCCCCCCCS(=O)CCCC(C(F)(F)F)(F)F. Cell line: NCI-H226. Synergy scores: CSS=5.27, Synergy_ZIP=-1.61, Synergy_Bliss=0.393, Synergy_Loewe=1.39, Synergy_HSA=0.323.